This data is from Full USPTO retrosynthesis dataset with 1.9M reactions from patents (1976-2016). The task is: Predict the reactants needed to synthesize the given product. Given the product [NH2:5][C@@H:3]([CH3:4])[CH2:2][NH:1][C:17](=[O:18])[O:19][C:20]([CH3:23])([CH3:22])[CH3:21], predict the reactants needed to synthesize it. The reactants are: [NH2:1][CH2:2][C@@H:3]([NH2:5])[CH3:4].CCCCCCC=CCCC.[C:17](O[C:17]([O:19][C:20]([CH3:23])([CH3:22])[CH3:21])=[O:18])([O:19][C:20]([CH3:23])([CH3:22])[CH3:21])=[O:18].O.